Dataset: Catalyst prediction with 721,799 reactions and 888 catalyst types from USPTO. Task: Predict which catalyst facilitates the given reaction. (1) Reactant: C([O:4][C@H:5]([CH3:30])[C@H:6]([N:14]1[CH2:17][C:16]2([CH2:21][CH2:20][CH2:19][N:18]2[C:22]([O:24][C:25]([CH3:28])([CH3:27])[CH3:26])=[O:23])[C:15]1=[O:29])[C:7](=[O:13])[N:8]1[CH2:12][CH2:11][CH2:10][CH2:9]1)(=O)C. Product: [OH:4][C@H:5]([CH3:30])[C@H:6]([N:14]1[CH2:17][C:16]2([CH2:21][CH2:20][CH2:19][N:18]2[C:22]([O:24][C:25]([CH3:27])([CH3:26])[CH3:28])=[O:23])[C:15]1=[O:29])[C:7](=[O:13])[N:8]1[CH2:12][CH2:11][CH2:10][CH2:9]1. The catalyst class is: 328. (2) Reactant: [CH3:1][O:2][C:3]1[C:8]([N+:9]([O-:11])=[O:10])=[C:7]([O:12][CH3:13])[N:6]=[C:5]([NH:14][CH2:15][CH2:16][NH:17]C(=O)OC(C)(C)C)[N:4]=1. Product: [CH3:1][O:2][C:3]1[C:8]([N+:9]([O-:11])=[O:10])=[C:7]([O:12][CH3:13])[N:6]=[C:5]([NH:14][CH2:15][CH2:16][NH2:17])[N:4]=1. The catalyst class is: 330. (3) Reactant: C1COCC1.[N+:6]([C:9]1[CH:10]=[C:11]([C:18](OC)=[O:19])[C:12]2[CH:13]=[N:14][NH:15][C:16]=2[CH:17]=1)([O-:8])=[O:7].[H-].[Al+3].[Li+].[H-].[H-].[H-].[OH-].[Na+]. Product: [N+:6]([C:9]1[CH:17]=[C:16]2[C:12]([CH:13]=[N:14][NH:15]2)=[C:11]([CH2:18][OH:19])[CH:10]=1)([O-:8])=[O:7]. The catalyst class is: 84. (4) Reactant: C([NH:4][C:5]1[N:6]=[C:7]2[CH:12]=[CH:11][C:10]([O:13][C:14]3[CH:15]=[CH:16][C:17]([CH3:30])=[C:18]([NH:20][C:21]([C:23]4[N:27]([CH3:28])[N:26]=[C:25]([CH3:29])[CH:24]=4)=[O:22])[CH:19]=3)=[N:9][N:8]2[CH:31]=1)(=O)C.[ClH:32].C(OCC)(=O)C. Product: [ClH:32].[NH2:4][C:5]1[N:6]=[C:7]2[CH:12]=[CH:11][C:10]([O:13][C:14]3[CH:15]=[CH:16][C:17]([CH3:30])=[C:18]([NH:20][C:21]([C:23]4[N:27]([CH3:28])[N:26]=[C:25]([CH3:29])[CH:24]=4)=[O:22])[CH:19]=3)=[N:9][N:8]2[CH:31]=1. The catalyst class is: 5. (5) Reactant: [Cl:1][C:2]1[CH:3]=[C:4]([NH:8][C:9]2[N:10]=[N:11][C:12]([NH:15][NH2:16])=[CH:13][CH:14]=2)[CH:5]=[CH:6][CH:7]=1.[C:17](OCC)(=O)[CH2:18][C:19]([O:21][CH2:22][CH3:23])=[O:20]. Product: [Cl:1][C:2]1[CH:3]=[C:4]([NH:8][C:9]2[CH:14]=[CH:13][C:12]3[N:11]([C:17]([CH2:18][C:19]([O:21][CH2:22][CH3:23])=[O:20])=[N:16][N:15]=3)[N:10]=2)[CH:5]=[CH:6][CH:7]=1. The catalyst class is: 8. (6) Reactant: [CH2:1]([C:4]1[CH:9]=[CH:8][C:7]([Cl:10])=[C:6]([O:11][CH2:12][CH2:13][O:14][CH3:15])[CH:5]=1)[CH:2]=[CH2:3].Cl[N:17]([Na])[S:18]([C:21]1[CH:26]=[CH:25][C:24]([CH3:27])=[CH:23][CH:22]=1)(=[O:20])=[O:19].[Br-].[Br-].[Br-].C1([N+](C)(C)C)C=CC=CC=1.C1([N+](C)(C)C)C=CC=CC=1.C1([N+](C)(C)C)C=CC=CC=1. Product: [Cl:10][C:7]1[CH:8]=[CH:9][C:4]([CH2:1][CH:2]2[CH2:3][N:17]2[S:18]([C:21]2[CH:26]=[CH:25][C:24]([CH3:27])=[CH:23][CH:22]=2)(=[O:19])=[O:20])=[CH:5][C:6]=1[O:11][CH2:12][CH2:13][O:14][CH3:15]. The catalyst class is: 23. (7) Reactant: [Cl:1][C:2]1[C:7]([F:8])=[C:6]([NH2:9])[CH:5]=[CH:4][N:3]=1.[H-].[Na+].[Cl:12][C:13]1[CH:21]=[C:20]([C:22]#[N:23])[CH:19]=[C:18]([F:24])[C:14]=1[C:15](Cl)=[O:16]. Product: [Cl:12][C:13]1[CH:21]=[C:20]([C:22]#[N:23])[CH:19]=[C:18]([F:24])[C:14]=1[C:15]([N:9]([C:15](=[O:16])[C:14]1[C:18]([F:24])=[CH:19][C:20]([C:22]#[N:23])=[CH:21][C:13]=1[Cl:12])[C:6]1[CH:5]=[CH:4][N:3]=[C:2]([Cl:1])[C:7]=1[F:8])=[O:16]. The catalyst class is: 3. (8) Reactant: [CH2:1]([O:8][C:9]1[C:18]2[C:13](=[CH:14][C:15]([O:19][C:20]3[CH:25]=[CH:24][CH:23]=[CH:22][CH:21]=3)=[CH:16][CH:17]=2)[C:12]([CH2:26][O:27][CH3:28])=[N:11][C:10]=1[C:29](O)=[O:30])[C:2]1[CH:7]=[CH:6][CH:5]=[CH:4][CH:3]=1.CCN(CC)CC.ClC(OCC(C)C)=O.Cl.[C:48]([O:52][C:53](=[O:57])[C@@H:54]([CH3:56])[NH2:55])([CH3:51])([CH3:50])[CH3:49]. Product: [C:48]([O:52][C:53](=[O:57])[C@H:54]([NH:55][C:29]([C:10]1[N:11]=[C:12]([CH2:26][O:27][CH3:28])[C:13]2[C:18]([C:9]=1[O:8][CH2:1][C:2]1[CH:7]=[CH:6][CH:5]=[CH:4][CH:3]=1)=[CH:17][CH:16]=[C:15]([O:19][C:20]1[CH:25]=[CH:24][CH:23]=[CH:22][CH:21]=1)[CH:14]=2)=[O:30])[CH3:56])([CH3:51])([CH3:50])[CH3:49]. The catalyst class is: 2.